The task is: Predict the product of the given reaction.. This data is from Forward reaction prediction with 1.9M reactions from USPTO patents (1976-2016). (1) Given the reactants [BH4-].[Na+].[CH3:3][C:4]([CH:9]1[CH2:14][CH2:13][CH2:12][C:11](=[O:15])[CH2:10]1)([N+:6]([O-:8])=[O:7])[CH3:5].[Cl-].[NH4+], predict the reaction product. The product is: [CH3:5][C:4]([C@@H:9]1[CH2:14][CH2:13][CH2:12][C@H:11]([OH:15])[CH2:10]1)([N+:6]([O-:8])=[O:7])[CH3:3].[CH3:5][C:4]([C@H:9]1[CH2:14][CH2:13][CH2:12][C@H:11]([OH:15])[CH2:10]1)([N+:6]([O-:8])=[O:7])[CH3:3]. (2) Given the reactants [CH3:1][N:2]1[C:6]([CH3:7])=[C:5]([CH2:8][N:9]2[CH2:14][CH2:13][N:12]([C:15]3[C:20]([C:21]4[CH:28]=[CH:27][C:24]([CH2:25][NH2:26])=[CH:23][CH:22]=4)=[N:19][CH:18]=[CH:17][N:16]=3)[CH2:11][CH2:10]2)[CH:4]=[N:3]1.[CH3:29][O:30][CH2:31][C:32](Cl)=[O:33].N1CCOCC1, predict the reaction product. The product is: [CH3:1][N:2]1[C:6]([CH3:7])=[C:5]([CH2:8][N:9]2[CH2:10][CH2:11][N:12]([C:15]3[C:20]([C:21]4[CH:22]=[CH:23][C:24]([CH2:25][NH:26][C:32](=[O:33])[CH2:31][O:30][CH3:29])=[CH:27][CH:28]=4)=[N:19][CH:18]=[CH:17][N:16]=3)[CH2:13][CH2:14]2)[CH:4]=[N:3]1. (3) Given the reactants [C:1]([C:9]1[CH:10]=[N:11][C:12]2[C:17]([C:18]=1[C:19]1[CH:20]=[C:21]([CH:24]=[CH:25][CH:26]=1)[CH:22]=O)=[CH:16][CH:15]=[CH:14][C:13]=2[C:27]([F:30])([F:29])[F:28])(=[O:8])[C:2]1[CH:7]=[CH:6][CH:5]=[CH:4][CH:3]=1.[CH3:31][O:32][C:33]1[CH:40]=[CH:39][C:36]([CH2:37][NH2:38])=[CH:35][CH:34]=1, predict the reaction product. The product is: [CH3:31][O:32][C:33]1[CH:40]=[CH:39][C:36]([CH2:37][NH:38][CH2:22][C:21]2[CH:20]=[C:19]([C:18]3[C:17]4[C:12](=[C:13]([C:27]([F:29])([F:30])[F:28])[CH:14]=[CH:15][CH:16]=4)[N:11]=[CH:10][C:9]=3[C:1]([C:2]3[CH:7]=[CH:6][CH:5]=[CH:4][CH:3]=3)=[O:8])[CH:26]=[CH:25][CH:24]=2)=[CH:35][CH:34]=1. (4) Given the reactants O1CCOCC1.I[C:8]1[CH:13]=[CH:12][C:11]([C:14]([C:16]2[CH:17]=[C:18]3[C:23](=[CH:24][C:25]=2[CH3:26])[C:22]([CH3:28])([CH3:27])[CH2:21][CH2:20][C:19]3([CH3:30])[CH3:29])=[CH2:15])=[CH:10][CH:9]=1.[B:31]1([B:31]2[O:35][C:34]([CH3:37])([CH3:36])[C:33]([CH3:39])([CH3:38])[O:32]2)[O:35][C:34]([CH3:37])([CH3:36])[C:33]([CH3:39])([CH3:38])[O:32]1.C([O-])(=O)C.[K+], predict the reaction product. The product is: [CH3:38][C:33]1([CH3:39])[C:34]([CH3:37])([CH3:36])[O:35][B:31]([C:8]2[CH:13]=[CH:12][C:11]([C:14]([C:16]3[C:25]([CH3:26])=[CH:24][C:23]4[C:22]([CH3:28])([CH3:27])[CH2:21][CH2:20][C:19]([CH3:30])([CH3:29])[C:18]=4[CH:17]=3)=[CH2:15])=[CH:10][CH:9]=2)[O:32]1. (5) Given the reactants [CH2:1]([O:3][C:4](=[O:13])[CH2:5][C:6]1[CH:11]=[CH:10][C:9](N)=[CH:8][CH:7]=1)[CH3:2].[C:14](O)(=O)[CH3:15].[CH:18](=O)[CH2:19][CH2:20][CH3:21].[C:23]([BH3-])#[N:24].[Na+].[CH3:27]O, predict the reaction product. The product is: [CH2:1]([O:3][C:4](=[O:13])[CH2:5][C:6]1[CH:11]=[CH:10][C:9]([N:24]([CH2:23][CH2:27][CH2:14][CH3:15])[CH2:18][CH2:19][CH2:20][CH3:21])=[CH:8][CH:7]=1)[CH3:2]. (6) The product is: [OH:32][CH2:31][CH2:30][CH2:29][CH2:28][O:25][C:24](=[O:26])[CH2:23][C:10]1[CH:11]=[C:12]([C:13]2[CH:14]=[CH:15][C:16]([S:19]([CH3:22])(=[O:20])=[O:21])=[CH:17][CH:18]=2)[N:8]([C:5]2[CH:4]=[CH:3][C:2]([F:1])=[CH:7][CH:6]=2)[C:9]=1[CH3:27]. Given the reactants [F:1][C:2]1[CH:7]=[CH:6][C:5]([N:8]2[C:12]([C:13]3[CH:18]=[CH:17][C:16]([S:19]([CH3:22])(=[O:21])=[O:20])=[CH:15][CH:14]=3)=[CH:11][C:10]([CH2:23][C:24]([OH:26])=[O:25])=[C:9]2[CH3:27])=[CH:4][CH:3]=1.[CH2:28](O)[CH2:29][CH2:30][CH2:31][OH:32], predict the reaction product.